Dataset: Full USPTO retrosynthesis dataset with 1.9M reactions from patents (1976-2016). Task: Predict the reactants needed to synthesize the given product. (1) Given the product [CH3:1][S:2]([N:5]1[CH2:10][CH2:9][CH2:8][C@H:7]([NH:11][C:12]2[C:17]([C:18]3[N:19]=[C:20]4[CH:26]=[CH:25][NH:24][C:21]4=[N:22][CH:23]=3)=[CH:16][N:15]=[C:14]([NH:42][CH2:41][CH2:39][OH:40])[N:13]=2)[CH2:6]1)(=[O:4])=[O:3], predict the reactants needed to synthesize it. The reactants are: [CH3:1][S:2]([N:5]1[CH2:10][CH2:9][CH2:8][C@H:7]([NH:11][C:12]2[C:17]([C:18]3[N:19]=[C:20]4[CH:26]=[CH:25][N:24](COCC[Si](C)(C)C)[C:21]4=[N:22][CH:23]=3)=[CH:16][N:15]=[C:14](S(C)(=O)=O)[N:13]=2)[CH2:6]1)(=[O:4])=[O:3].[CH2:39]([CH2:41][NH2:42])[OH:40].CS(C)(=O)=O. (2) Given the product [CH:20]1([C:23]([N:4]2[C:5]3[CH:6]=[CH:7][CH:8]=[C:9]([OH:13])[C:10]=3[CH2:11][CH2:12][C@@H:3]2[CH3:2])=[O:24])[CH2:22][CH2:21]1, predict the reactants needed to synthesize it. The reactants are: Br.[CH3:2][C@H:3]1[CH2:12][CH2:11][C:10]2[C:9]([OH:13])=[CH:8][CH:7]=[CH:6][C:5]=2[NH:4]1.N1C=CC=CC=1.[CH:20]1([C:23](Cl)=[O:24])[CH2:22][CH2:21]1.Cl. (3) Given the product [C:1]([O:5][C:6](=[O:18])[C:7]([S:10][C:11]1[S:12][CH:13]=[C:14]([CH2:16][NH:17][C:24](=[O:25])[C:23]2[CH:27]=[CH:28][C:20]([Br:19])=[CH:21][CH:22]=2)[N:15]=1)([CH3:9])[CH3:8])([CH3:2])([CH3:3])[CH3:4], predict the reactants needed to synthesize it. The reactants are: [C:1]([O:5][C:6](=[O:18])[C:7]([S:10][C:11]1[S:12][CH:13]=[C:14]([CH2:16][NH2:17])[N:15]=1)([CH3:9])[CH3:8])([CH3:4])([CH3:3])[CH3:2].[Br:19][C:20]1[CH:28]=[CH:27][C:23]([C:24](O)=[O:25])=[CH:22][CH:21]=1.CN(C)CCCN=C=NCC.OC1C2N=NNC=2C=CC=1. (4) Given the product [CH2:38]([N:42]([CH3:47])[CH2:43][CH2:44][O:10][C:8]1[CH:9]=[CH:4][C:5]([CH2:12][CH2:13][CH2:14][NH:3][C:4]2[CH:9]=[C:8]([O:10][CH3:11])[CH:7]=[CH:6][C:5]=2[CH:12]2[CH2:21][CH2:20][C:19]3[CH:18]=[C:17]([OH:22])[CH:16]=[CH:15][C:14]=3[CH2:13]2)=[CH:6][CH:7]=1)[CH2:39][CH2:40][CH3:41], predict the reactants needed to synthesize it. The reactants are: C([N:3](C(=O)C1C=CC(O)=CC=1)[C:4]1[CH:9]=[C:8]([O:10][CH3:11])[CH:7]=[CH:6][C:5]=1[CH:12]1[CH2:21][CH2:20][C:19]2[CH:18]=[C:17]([O:22]C(=O)C(C)(C)C)[CH:16]=[CH:15][C:14]=2[CH2:13]1)C.[CH2:38]([N:42]([CH3:47])[C:43](=O)[CH2:44]Cl)[CH2:39][CH2:40][CH3:41].